Dataset: Catalyst prediction with 721,799 reactions and 888 catalyst types from USPTO. Task: Predict which catalyst facilitates the given reaction. (1) Reactant: Br[C:2]1[CH:3]=[C:4]([C:9]([C:13]2[CH:14]=[N:15][CH:16]=[CH:17][CH:18]=2)=[C:10]([CH3:12])[CH3:11])[CH:5]=[C:6]([Cl:8])[CH:7]=1.[CH:19]([C:21]1[CH:26]=[CH:25][C:24]([N:27]2[CH2:32][CH2:31][N:30]([C:33](=[O:35])[CH3:34])[CH2:29][CH2:28]2)=[CH:23][CH:22]=1)=[CH2:20].C(#N)C.C1C=CC(P(C2C=CC=CC=2)C2C=CC=CC=2)=CC=1. Product: [Cl:8][C:6]1[CH:7]=[C:2]([CH:3]=[C:4]([C:9]([C:13]2[CH:14]=[N:15][CH:16]=[CH:17][CH:18]=2)=[C:10]([CH3:12])[CH3:11])[CH:5]=1)/[CH:20]=[CH:19]/[C:21]1[CH:22]=[CH:23][C:24]([N:27]2[CH2:28][CH2:29][N:30]([C:33](=[O:35])[CH3:34])[CH2:31][CH2:32]2)=[CH:25][CH:26]=1. The catalyst class is: 318. (2) Reactant: [F:1][C:2]([F:32])([F:31])[C:3]([C:9]1[CH:30]=[CH:29][C:12]([CH2:13][N:14]2[CH2:19][CH2:18][CH:17]([N:20](C)[C:21](=O)OC(C)(C)C)[CH2:16][CH2:15]2)=[CH:11][CH:10]=1)([OH:8])[C:4]([F:7])([F:6])[F:5].FC(F)(F)C(O)=O. Product: [F:32][C:2]([F:1])([F:31])[C:3]([C:9]1[CH:30]=[CH:29][C:12]([CH2:13][N:14]2[CH2:19][CH2:18][CH:17]([NH:20][CH3:21])[CH2:16][CH2:15]2)=[CH:11][CH:10]=1)([OH:8])[C:4]([F:7])([F:6])[F:5]. The catalyst class is: 4. (3) Reactant: [BH4-].[Na+].[CH:3]([C:5]1[CH:6]=[CH:7][C:8]2[N:9]([C:18]3[CH:23]=[CH:22][C:21]([C:24]4[CH:29]=[CH:28][C:27]([N:30]5[C:42]6[CH:41]=[CH:40][C:39]([CH:43]=[O:44])=[CH:38][C:37]=6[C:36]6[C:31]5=[CH:32][CH:33]=[CH:34][CH:35]=6)=[CH:26][CH:25]=4)=[CH:20][CH:19]=3)[C:10]3[C:15]([C:16]=2[CH:17]=1)=[CH:14][CH:13]=[CH:12][CH:11]=3)=[O:4].O.Cl. Product: [OH:44][CH2:43][C:39]1[CH:40]=[CH:41][C:42]2[N:30]([C:27]3[CH:28]=[CH:29][C:24]([C:21]4[CH:20]=[CH:19][C:18]([N:9]5[C:8]6[CH:7]=[CH:6][C:5]([CH2:3][OH:4])=[CH:17][C:16]=6[C:15]6[C:10]5=[CH:11][CH:12]=[CH:13][CH:14]=6)=[CH:23][CH:22]=4)=[CH:25][CH:26]=3)[C:31]3[C:36]([C:37]=2[CH:38]=1)=[CH:35][CH:34]=[CH:33][CH:32]=3. The catalyst class is: 1. (4) Reactant: [F:1][C:2]1[CH:3]=[C:4]([CH2:19][OH:20])[CH:5]=[CH:6][C:7]=1[O:8][C:9]1[CH:10]=[N:11][C:12]([C:15]([F:18])([F:17])[F:16])=[CH:13][CH:14]=1.Cl[C:22]1[CH:34]=[C:26]2[N:27]([CH:31]([CH3:33])[CH3:32])[CH2:28][CH2:29][CH2:30][N:25]2[C:24](=[O:35])[N:23]=1.[H-].[Na+]. Product: [F:1][C:2]1[CH:3]=[C:4]([CH:5]=[CH:6][C:7]=1[O:8][C:9]1[CH:10]=[N:11][C:12]([C:15]([F:16])([F:17])[F:18])=[CH:13][CH:14]=1)[CH2:19][O:20][C:22]1[CH:34]=[C:26]2[N:27]([CH:31]([CH3:32])[CH3:33])[CH2:28][CH2:29][CH2:30][N:25]2[C:24](=[O:35])[N:23]=1. The catalyst class is: 9. (5) Reactant: [CH2:1]([N:8]1[CH2:13][CH2:12][C:11]([NH:16][C:17]2[CH:22]=[CH:21][CH:20]=[CH:19][CH:18]=2)([C:14]#[N:15])[CH2:10][CH2:9]1)[C:2]1[CH:7]=[CH:6][CH:5]=[CH:4][CH:3]=1.S(=O)(=O)(O)[OH:24]. The catalyst class is: 328. Product: [CH2:1]([N:8]1[CH2:9][CH2:10][C:11]([NH:16][C:17]2[CH:22]=[CH:21][CH:20]=[CH:19][CH:18]=2)([C:14]([NH2:15])=[O:24])[CH2:12][CH2:13]1)[C:2]1[CH:3]=[CH:4][CH:5]=[CH:6][CH:7]=1. (6) Reactant: Cl[C:2]1[C:7]([Cl:8])=[CH:6][C:5]([C:9]2[CH2:13][C:12]([CH3:15])([CH3:14])[O:11][N:10]=2)=[CH:4][N:3]=1.[CH3:16][S-:17].[Na+]. Product: [Cl:8][C:7]1[C:2]([S:17][CH3:16])=[N:3][CH:4]=[C:5]([C:9]2[CH2:13][C:12]([CH3:15])([CH3:14])[O:11][N:10]=2)[CH:6]=1. The catalyst class is: 107. (7) Reactant: Cl[C:2]1[N:3]=[N:4][C:5]([CH3:8])=[CH:6][CH:7]=1.[F:9][C:10]([F:25])([F:24])[C:11]1[CH:16]=[C:15]([C:17]([F:20])([F:19])[F:18])[CH:14]=[CH:13][C:12]=1B(O)O.C([O-])([O-])=O.[Na+].[Na+]. Product: [F:9][C:10]([F:24])([F:25])[C:11]1[CH:16]=[C:15]([C:17]([F:18])([F:19])[F:20])[CH:14]=[CH:13][C:12]=1[C:2]1[N:3]=[N:4][C:5]([CH3:8])=[CH:6][CH:7]=1. The catalyst class is: 11. (8) Reactant: FC(F)(F)C(O)=O.C(OC([N:15]1[CH2:20][CH2:19][CH:18]([CH2:21][NH:22][C:23](=[O:42])[C:24]2[CH:29]=[CH:28][C:27]([C:30]3[O:31][C:32]4[C:38]([CH3:39])=[CH:37][C:36]([C:40]#[N:41])=[CH:35][C:33]=4[N:34]=3)=[CH:26][CH:25]=2)[CH2:17][CH2:16]1)=O)(C)(C)C. Product: [C:40]([C:36]1[CH:37]=[C:38]([CH3:39])[C:32]2[O:31][C:30]([C:27]3[CH:26]=[CH:25][C:24]([C:23]([NH:22][CH2:21][CH:18]4[CH2:19][CH2:20][NH:15][CH2:16][CH2:17]4)=[O:42])=[CH:29][CH:28]=3)=[N:34][C:33]=2[CH:35]=1)#[N:41]. The catalyst class is: 4.